From a dataset of NCI-60 drug combinations with 297,098 pairs across 59 cell lines. Regression. Given two drug SMILES strings and cell line genomic features, predict the synergy score measuring deviation from expected non-interaction effect. (1) Drug 1: CCCS(=O)(=O)NC1=C(C(=C(C=C1)F)C(=O)C2=CNC3=C2C=C(C=N3)C4=CC=C(C=C4)Cl)F. Drug 2: CC(C)CN1C=NC2=C1C3=CC=CC=C3N=C2N. Cell line: NCI-H322M. Synergy scores: CSS=-16.8, Synergy_ZIP=8.62, Synergy_Bliss=2.41, Synergy_Loewe=-11.8, Synergy_HSA=-11.2. (2) Drug 1: COC1=CC(=CC(=C1O)OC)C2C3C(COC3=O)C(C4=CC5=C(C=C24)OCO5)OC6C(C(C7C(O6)COC(O7)C8=CC=CS8)O)O. Drug 2: CCCCCOC(=O)NC1=NC(=O)N(C=C1F)C2C(C(C(O2)C)O)O. Cell line: PC-3. Synergy scores: CSS=18.5, Synergy_ZIP=-5.25, Synergy_Bliss=-0.286, Synergy_Loewe=-61.1, Synergy_HSA=0.0787.